From a dataset of Reaction yield outcomes from USPTO patents with 853,638 reactions. Predict the reaction yield, written as a fraction of the theoretical maximum amount of product (1.0 means a 100% yield; for example, 0.34 means a 34% yield). (1) The reactants are CS(C)=O.[F:5][C:6]1[CH:7]=[CH:8][C:9]([O:12][CH2:13][C:14]2[CH:19]=[CH:18][C:17](/[CH:20]=[CH:21]/[N+:22]([O-:24])=[O:23])=[CH:16][CH:15]=2)=[N:10][CH:11]=1.[BH4-].[Na+]. The catalyst is C(O)(=O)C. The product is [F:5][C:6]1[CH:7]=[CH:8][C:9]([O:12][CH2:13][C:14]2[CH:19]=[CH:18][C:17]([CH2:20][CH2:21][N+:22]([O-:24])=[O:23])=[CH:16][CH:15]=2)=[N:10][CH:11]=1. The yield is 0.560. (2) The reactants are [CH:1]12[CH2:10][CH:5]3[CH2:6][CH:7]([CH2:9][CH:3]([CH2:4]3)[C:2]1([CH2:13][OH:14])[CH2:11][OH:12])[CH2:8]2.[C:15](O)(=[O:19])[C:16]([CH3:18])=[CH2:17].C1(C)C=CC=CC=1. The catalyst is C(C1C(O)=C(C(C)(C)C)C=C(C)C=1)C1C(O)=C(C(C)(C)C)C=C(C)C=1.O. The product is [C:15]([O:14][CH2:13][C:2]1([CH2:11][OH:12])[CH:1]2[CH2:10][CH:5]3[CH2:6][CH:7]([CH2:9][CH:3]1[CH2:4]3)[CH2:8]2)(=[O:19])[C:16]([CH3:18])=[CH2:17]. The yield is 0.330. (3) The reactants are F[C:2]1[CH:7]=[C:6]([F:8])[CH:5]=[CH:4][C:3]=1[C:9]([C:12]1[CH:17]=[CH:16][C:15]([O:18][CH3:19])=[CH:14][CH:13]=1)=[N:10][OH:11].C(O)(C)C.[OH-].[K+]. The catalyst is O. The product is [F:8][C:6]1[CH:5]=[CH:4][C:3]2[C:9]([C:12]3[CH:17]=[CH:16][C:15]([O:18][CH3:19])=[CH:14][CH:13]=3)=[N:10][O:11][C:2]=2[CH:7]=1. The yield is 0.730. (4) The reactants are Cl[CH2:2][C:3]1([CH3:9])[CH2:7][O:6][C:5](=[O:8])[NH:4]1.[NH:10]1[CH2:14][CH2:13][CH2:12][CH2:11]1.[I-].[Na+].CO. The catalyst is C1COCC1.C(Cl)Cl. The product is [CH3:9][C:3]1([CH2:2][N:10]2[CH2:14][CH2:13][CH2:12][CH2:11]2)[CH2:7][O:6][C:5](=[O:8])[NH:4]1. The yield is 0.350. (5) The reactants are CC1(C)[O:6][C@@H:5]([C@@H:7]([OH:26])[C@:8]([F:25])([CH3:24])[C:9](N2[C@@H](CC3C=CC=CC=3)COC2=O)=[O:10])[CH2:4][O:3]1.OO.O.[OH-].[Li+].S([O-])([O-])=O.[Na+].[Na+].Cl. The catalyst is O.C1COCC1. The product is [F:25][C@:8]1([CH3:24])[C@H:7]([OH:26])[CH:5]([CH2:4][OH:3])[O:6][C:9]1=[O:10]. The yield is 0.700. (6) The reactants are [C:1]([O:5][C:6]([C:8]1[CH:17]=[CH:16][C:11]([C:12]([O:14]C)=[O:13])=[CH:10][N:9]=1)=[O:7])([CH3:4])([CH3:3])[CH3:2].[OH-].[Na+]. The catalyst is C1COCC1. The product is [C:1]([O:5][C:6]([C:8]1[CH:17]=[CH:16][C:11]([C:12]([OH:14])=[O:13])=[CH:10][N:9]=1)=[O:7])([CH3:4])([CH3:2])[CH3:3]. The yield is 0.760. (7) The reactants are Cl[C:2]1[N:11]=[C:10]([C:12]2[CH:17]=[CH:16][CH:15]=[C:14]([Cl:18])[CH:13]=2)[C:9]2[C:4](=[CH:5][CH:6]=[C:7]([C:19]([C:27]3[CH:32]=[CH:31][C:30]([O:33][CH3:34])=[CH:29][CH:28]=3)([C:21]3[N:25]([CH3:26])[CH:24]=[N:23][CH:22]=3)[OH:20])[CH:8]=2)[N:3]=1.[N-:35]=[N+:36]=[N-:37].[Na+]. The catalyst is CN(C=O)C. The product is [Cl:18][C:14]1[CH:13]=[C:12]([C:10]2[C:9]3[C:4](=[CH:5][CH:6]=[C:7]([C:19]([C:27]4[CH:28]=[CH:29][C:30]([O:33][CH3:34])=[CH:31][CH:32]=4)([C:21]4[N:25]([CH3:26])[CH:24]=[N:23][CH:22]=4)[OH:20])[CH:8]=3)[N:3]3[N:35]=[N:36][N:37]=[C:2]3[N:11]=2)[CH:17]=[CH:16][CH:15]=1. The yield is 0.800.